This data is from Full USPTO retrosynthesis dataset with 1.9M reactions from patents (1976-2016). The task is: Predict the reactants needed to synthesize the given product. The reactants are: [NH:1]1[C:5]2=[N:6][CH:7]=[C:8]([C:10]3[CH:11]=[CH:12][C:13]4[N:14]=[CH:15][NH:16][C:17](=O)[C:18]=4[N:19]=3)[CH:9]=[C:4]2[CH:3]=[CH:2]1.[CH2:21]1[C:30]2[C:25](=[CH:26][CH:27]=[CH:28][CH:29]=2)[CH2:24][CH2:23][NH:22]1.F[P-](F)(F)(F)(F)F.N1(O[P+](N(C)C)(N(C)C)N(C)C)C2C=CC=CC=2N=N1.N12CCCN=C1CCCCC2. Given the product [CH2:21]1[C:30]2[C:25](=[CH:26][CH:27]=[CH:28][CH:29]=2)[CH2:24][CH2:23][N:22]1[C:17]1[C:18]2[N:19]=[C:10]([C:8]3[CH:9]=[C:4]4[CH:3]=[CH:2][NH:1][C:5]4=[N:6][CH:7]=3)[CH:11]=[CH:12][C:13]=2[N:14]=[CH:15][N:16]=1, predict the reactants needed to synthesize it.